This data is from Forward reaction prediction with 1.9M reactions from USPTO patents (1976-2016). The task is: Predict the product of the given reaction. (1) Given the reactants FC(F)(F)S(O[C:7]1[CH:12]=[CH:11][C:10]([C:13]([CH3:19])([CH3:18])[C:14]([F:17])([F:16])[F:15])=[CH:9][CH:8]=1)(=O)=O.[CH:22]([Sn](CCCC)(CCCC)CCCC)=[CH2:23].[Li+].[Cl-], predict the reaction product. The product is: [F:15][C:14]([F:17])([F:16])[C:13]([C:10]1[CH:11]=[CH:12][C:7]([CH:22]=[CH2:23])=[CH:8][CH:9]=1)([CH3:19])[CH3:18]. (2) Given the reactants [S:1]1[C:5]2[CH:6]=[CH:7][CH:8]=[CH:9][C:4]=2[N:3]=[C:2]1[O:10][C:11]1[CH:16]=[CH:15][C:14]([CH2:17][CH2:18][N:19]2[CH2:24][CH2:23][CH:22]([NH:25][C:26](=[N:34][C:35]#[N:36])OC3C=CC=CC=3)[CH2:21][CH2:20]2)=[CH:13][CH:12]=1.[CH3:37][NH2:38], predict the reaction product. The product is: [S:1]1[C:5]2[CH:6]=[CH:7][CH:8]=[CH:9][C:4]=2[N:3]=[C:2]1[O:10][C:11]1[CH:16]=[CH:15][C:14]([CH2:17][CH2:18][N:19]2[CH2:20][CH2:21][CH:22]([NH:25][C:26]([NH:34][C:35]#[N:36])=[N:38][CH3:37])[CH2:23][CH2:24]2)=[CH:13][CH:12]=1. (3) Given the reactants [F:1][C:2]1[C:7]([F:8])=[CH:6][CH:5]=[CH:4][C:3]=1[C:9]1([OH:14])[CH2:13][CH2:12][NH:11][CH2:10]1.C(=O)([O-])[O-].[K+].[K+].[CH2:21](Br)[CH2:22][CH2:23][CH3:24].C(O)(=O)C(O)=O, predict the reaction product. The product is: [CH2:21]([N:11]1[CH2:12][CH2:13][C:9]([C:3]2[CH:4]=[CH:5][CH:6]=[C:7]([F:8])[C:2]=2[F:1])([OH:14])[CH2:10]1)[CH2:22][CH2:23][CH3:24]. (4) Given the reactants [I-].[F:2][C:3]1([F:27])[O:7][C:6]2[CH:8]=[CH:9][C:10]([N:12]3[CH:16]=[C:15]([CH3:17])[S:14]/[C:13]/3=[N:18]\[C:19]([N:21]3[CH:25]=[CH:24][N+](C)=C3)=[O:20])=[CH:11][C:5]=2[O:4]1.[CH:28](N(C(C)C)CC)(C)C.CC(N)C, predict the reaction product. The product is: [F:2][C:3]1([F:27])[O:7][C:6]2[CH:8]=[CH:9][C:10]([N:12]3[CH:16]=[C:15]([CH3:17])[S:14]/[C:13]/3=[N:18]\[C:19]([NH:21][CH:25]([CH3:28])[CH3:24])=[O:20])=[CH:11][C:5]=2[O:4]1. (5) The product is: [CH3:1][N:2]([CH3:32])[C:3]([C:5]1[N:26]([CH:27]2[CH2:31][CH2:30][CH2:29][CH2:28]2)[C:8]2[N:9]=[C:10]([NH:13][C:14]3[CH:19]=[CH:18][C:17]([N:20]4[CH2:21][CH2:22][N:23]([CH2:34][CH2:35][O:36][CH:37]([CH3:39])[CH3:38])[CH2:24][CH2:25]4)=[CH:16][N:15]=3)[N:11]=[CH:12][C:7]=2[CH:6]=1)=[O:4]. Given the reactants [CH3:1][N:2]([CH3:32])[C:3]([C:5]1[N:26]([CH:27]2[CH2:31][CH2:30][CH2:29][CH2:28]2)[C:8]2[N:9]=[C:10]([NH:13][C:14]3[CH:19]=[CH:18][C:17]([N:20]4[CH2:25][CH2:24][NH:23][CH2:22][CH2:21]4)=[CH:16][N:15]=3)[N:11]=[CH:12][C:7]=2[CH:6]=1)=[O:4].Br[CH2:34][CH2:35][O:36][CH:37]([CH3:39])[CH3:38], predict the reaction product. (6) The product is: [C:1]([C:3]1[C:11]2[C:6](=[CH:7][N:8]=[C:9]([CH3:12])[CH:10]=2)[N:5]([CH2:13][C:14]([OH:16])=[O:15])[N:4]=1)(=[O:22])[NH2:2]. Given the reactants [C:1]([C:3]1[C:11]2[C:6](=[CH:7][N:8]=[C:9]([CH3:12])[CH:10]=2)[N:5]([CH2:13][C:14]([O:16]C(C)(C)C)=[O:15])[N:4]=1)#[N:2].C(O)(C(F)(F)F)=[O:22], predict the reaction product.